This data is from Reaction yield outcomes from USPTO patents with 853,638 reactions. The task is: Predict the reaction yield, written as a fraction of the theoretical maximum amount of product (1.0 means a 100% yield; for example, 0.34 means a 34% yield). (1) The catalyst is C1COCC1.O. The product is [CH:1]1([N:4]2[CH2:9][CH2:8][N:7]([C:10]3[O:11][C:12]4[CH:18]=[CH:17][C:16]([C:19]([N:22]5[CH2:26][CH2:25][CH2:24][CH2:23]5)=[O:21])=[CH:15][C:13]=4[N:14]=3)[CH2:6][CH2:5]2)[CH2:3][CH2:2]1. The yield is 0.350. The reactants are [CH:1]1([N:4]2[CH2:9][CH2:8][N:7]([C:10]3[O:11][C:12]4[CH:18]=[CH:17][C:16]([C:19]([OH:21])=O)=[CH:15][C:13]=4[N:14]=3)[CH2:6][CH2:5]2)[CH2:3][CH2:2]1.[NH:22]1[CH2:26][CH2:25][CH2:24][CH2:23]1.C(N(C(C)C)CC)(C)C.C1CN([P+](ON2N=NC3C=CC=CC2=3)(N2CCCC2)N2CCCC2)CC1.F[P-](F)(F)(F)(F)F. (2) The product is [CH3:1][C@@H:2]1[N:13]([CH3:31])[C:12](=[O:14])[C@H:11]([CH2:15][C:16]([O:18][C:19]([CH3:22])([CH3:21])[CH3:20])=[O:17])[CH2:10][CH:9]=[CH:8][CH2:7][CH2:6][C:5](=[O:23])[O:4][C@@H:3]1[C:24]1[CH:25]=[CH:26][CH:27]=[CH:28][CH:29]=1. The reactants are [CH3:1][C@@H:2]1[NH:13][C:12](=[O:14])[C@H:11]([CH2:15][C:16]([O:18][C:19]([CH3:22])([CH3:21])[CH3:20])=[O:17])[CH2:10][CH:9]=[CH:8][CH2:7][CH2:6][C:5](=[O:23])[O:4][C@@H:3]1[C:24]1[CH:29]=[CH:28][CH:27]=[CH:26][CH:25]=1.I[CH3:31].[H-].[Na+]. The yield is 0.580. The catalyst is CN(C=O)C.C(OCC)(=O)C. (3) The reactants are [O:1]=[C:2]([OH:14])[C@@H:3]([C@H:5]([C@@H:7]([C@@H:9]([C:11]([OH:13])=[O:12])[OH:10])[OH:8])[OH:6])[OH:4].[NH2:15][CH2:16][CH2:17][CH2:18][CH2:19][CH2:20][CH2:21][NH2:22]. The product is [O:1]=[C:2]([O-:14])[C@@H:3]([C@H:5]([C@@H:7]([C@@H:9]([C:11]([O-:13])=[O:12])[OH:10])[OH:8])[OH:6])[OH:4].[NH3+:15][CH2:16][CH2:17][CH2:18][CH2:19][CH2:20][CH2:21][NH3+:22]. No catalyst specified. The yield is 0.637. (4) The reactants are [CH2:1]1[C:9]2[C:4](=[CH:5][CH:6]=[CH:7][CH:8]=2)[CH2:3][CH:2]1[C@H:10]1[NH:15][C:14](=[O:16])[C@@H:13]([C@@H:17]([CH3:20])[CH2:18][CH3:19])[N:12]([CH:21]([C:32]2[C:33]([CH3:39])=[N:34][C:35]([CH3:38])=[CH:36][CH:37]=2)[C:22](NC2C=CC=CC=2O)=[O:23])[C:11]1=[O:40].C(N1C=CN=C1)(N1C=CN=C1)=[O:42].[Cl:53]CCl. No catalyst specified. The product is [ClH:53].[CH2:3]1[C:4]2[C:9](=[CH:8][CH:7]=[CH:6][CH:5]=2)[CH2:1][CH:2]1[C@H:10]1[NH:15][C:14](=[O:16])[C@@H:13]([C@@H:17]([CH3:20])[CH2:18][CH3:19])[N:12]([CH:21]([C:32]2[C:33]([CH3:39])=[N:34][C:35]([CH3:38])=[CH:36][CH:37]=2)[C:22]([OH:42])=[O:23])[C:11]1=[O:40]. The yield is 0.560. (5) The reactants are C(#N)C.C(=O)([O-])[O-].[Na+].[Na+].Br[C:11]1[CH:20]=[C:19]([C:21]([O:23][CH3:24])=[O:22])[C:14]2[N:15]([CH3:18])[N:16]=[N:17][C:13]=2[CH:12]=1.CC1(C)C(C)(C)OB([C:33]2[CH:38]=[CH:37][C:36]([C:39]3[CH:44]=[CH:43][CH:42]=[CH:41][C:40]=3[CH3:45])=[CH:35][CH:34]=2)O1. The catalyst is C1C=CC(P([C]2[CH][CH][CH][CH]2)C2C=CC=CC=2)=CC=1.C1C=CC(P([C]2[CH][CH][CH][CH]2)C2C=CC=CC=2)=CC=1.Cl[Pd]Cl.[Fe].O. The product is [CH3:18][N:15]1[C:14]2[C:19]([C:21]([O:23][CH3:24])=[O:22])=[CH:20][C:11]([C:33]3[CH:38]=[CH:37][C:36]([C:39]4[CH:44]=[CH:43][CH:42]=[CH:41][C:40]=4[CH3:45])=[CH:35][CH:34]=3)=[CH:12][C:13]=2[N:17]=[N:16]1. The yield is 0.770. (6) The reactants are [ClH:1].O1CCOCC1.OC(C(F)(F)F)=O.[Cl:15][C:16]1[CH:21]=[CH:20][CH:19]=[CH:18][C:17]=1[C:22]1[S:26][C:25]([C:27]([N:29]2[CH2:34][CH2:33][N:32](C(OC(C)(C)C)=O)[CH2:31][CH:30]2[CH2:42][O:43][C:44]2[CH:45]=[N:46][CH:47]=[CH:48][CH:49]=2)=[O:28])=[CH:24][CH:23]=1. The catalyst is CO. The product is [ClH:15].[ClH:1].[Cl:15][C:16]1[CH:21]=[CH:20][CH:19]=[CH:18][C:17]=1[C:22]1[S:26][C:25]([C:27]([N:29]2[CH2:34][CH2:33][NH:32][CH2:31][CH:30]2[CH2:42][O:43][C:44]2[CH:45]=[N:46][CH:47]=[CH:48][CH:49]=2)=[O:28])=[CH:24][CH:23]=1. The yield is 0.400. (7) The reactants are [C:1]([O:4][CH2:5][C@@H:6]1[C@@H:11]([O:12][C:13](=[O:15])[CH3:14])[C@H:10]([OH:16])[C@H:9]([OH:17])[C@@H:8]([C:18]2[CH:23]=[CH:22][CH:21]=[C:20]([Br:24])[CH:19]=2)[O:7]1)(=[O:3])[CH3:2].CCN(C(C)C)C(C)C.[CH3:34][C:35](OC(C)=O)=[O:36].C1C[O:44][CH2:43][CH2:42]1. The catalyst is CN(C1C=CN=CC=1)C. The product is [C:1]([O:4][CH2:5][C@@H:6]1[C@@H:11]([O:12][C:13](=[O:15])[CH3:14])[C@H:10]([O:16][C:35](=[O:36])[CH3:34])[C@H:9]([O:17][C:43](=[O:44])[CH3:42])[C@@H:8]([C:18]2[CH:23]=[CH:22][CH:21]=[C:20]([Br:24])[CH:19]=2)[O:7]1)(=[O:3])[CH3:2]. The yield is 0.889. (8) The reactants are [CH2:1]([O:3][C:4]1[CH:12]=[C:11]([F:13])[C:7]([C:8]([NH2:10])=O)=[C:6]([F:14])[CH:5]=1)[CH3:2].C(N(CC)CC)C.ClC(Cl)(Cl)C(Cl)=O. The catalyst is ClCCl. The product is [CH2:1]([O:3][C:4]1[CH:5]=[C:6]([F:14])[C:7]([C:8]#[N:10])=[C:11]([F:13])[CH:12]=1)[CH3:2]. The yield is 0.890. (9) The reactants are O.[CH2:2]([O:9][C:10]([NH:12][C@@H:13]([CH2:21][C:22]1[CH:27]=[CH:26][C:25]([OH:28])=[CH:24][CH:23]=1)[C:14]([O:16][C:17]([CH3:20])([CH3:19])[CH3:18])=[O:15])=[O:11])[C:3]1[CH:8]=[CH:7][CH:6]=[CH:5][CH:4]=1.S([O-])([O-])(=O)=O.[Mg+2].C(N(C(C)C)C(C)C)C.[F:44][C:45]([F:64])([F:63])[S:46](N(C1C=CC=CC=1)[S:46]([C:45]([F:64])([F:63])[F:44])(=[O:48])=[O:47])(=[O:48])=[O:47].C([O-])(O)=O.[Na+]. The catalyst is C(Cl)Cl.O. The product is [CH2:2]([O:9][C:10]([NH:12][C@@H:13]([CH2:21][C:22]1[CH:23]=[CH:24][C:25]([O:28][S:46]([C:45]([F:64])([F:63])[F:44])(=[O:48])=[O:47])=[CH:26][CH:27]=1)[C:14]([O:16][C:17]([CH3:18])([CH3:20])[CH3:19])=[O:15])=[O:11])[C:3]1[CH:8]=[CH:7][CH:6]=[CH:5][CH:4]=1. The yield is 0.790.